From a dataset of Full USPTO retrosynthesis dataset with 1.9M reactions from patents (1976-2016). Predict the reactants needed to synthesize the given product. (1) The reactants are: Cl[C:2]1[C:7]([N+:8]([O-:10])=[O:9])=[CH:6][CH:5]=[C:4]([Cl:11])[N:3]=1.[C:12]([O:16][C:17]([N:19]1[CH2:24][CH2:23][CH:22]([NH2:25])[CH2:21][CH2:20]1)=[O:18])([CH3:15])([CH3:14])[CH3:13].C([O-])([O-])=O.[K+].[K+]. Given the product [C:12]([O:16][C:17]([N:19]1[CH2:24][CH2:23][CH:22]([NH:25][C:2]2[C:7]([N+:8]([O-:10])=[O:9])=[CH:6][CH:5]=[C:4]([Cl:11])[N:3]=2)[CH2:21][CH2:20]1)=[O:18])([CH3:15])([CH3:13])[CH3:14], predict the reactants needed to synthesize it. (2) The reactants are: [CH3:1][O:2][C:3]1[CH:4]=[C:5]([CH:7]=[CH:8][C:9]=1[CH3:10])[NH2:6].Br[CH2:12][C:13]([C:15]1([CH3:18])[CH2:17][CH2:16]1)=O.Cl. Given the product [CH3:1][O:2][C:3]1[CH:4]=[C:5]2[C:7]([CH:12]=[C:13]([C:15]3([CH3:18])[CH2:17][CH2:16]3)[NH:6]2)=[CH:8][C:9]=1[CH3:10], predict the reactants needed to synthesize it. (3) The reactants are: I[C:2]1[CH:7]=[CH:6][C:5]([NH:8][C:9]([C:11]2[N:12]=[CH:13][S:14][CH:15]=2)=[O:10])=[CH:4][CH:3]=1.[CH3:16][CH:17]([N:19]([C:32]([C@H:34]1[CH2:39][CH2:38][C@H:37]([C:40]([F:43])([F:42])[F:41])[CH2:36][CH2:35]1)=[O:33])[C:20]1[CH:21]=[C:22](B(O)O)[S:23][C:24]=1[C:25]([O:27][CH3:28])=[O:26])[CH3:18].P([O-])([O-])([O-])=O.[K+].[K+].[K+]. Given the product [CH3:18][CH:17]([N:19]([C:32]([C@H:34]1[CH2:35][CH2:36][C@H:37]([C:40]([F:43])([F:42])[F:41])[CH2:38][CH2:39]1)=[O:33])[C:20]1[CH:21]=[C:22]([C:2]2[CH:7]=[CH:6][C:5]([NH:8][C:9]([C:11]3[N:12]=[CH:13][S:14][CH:15]=3)=[O:10])=[CH:4][CH:3]=2)[S:23][C:24]=1[C:25]([O:27][CH3:28])=[O:26])[CH3:16], predict the reactants needed to synthesize it. (4) Given the product [NH2:8][CH2:9][C@@H:10]([NH:18][C:19](=[O:25])[O:20][C:21]([CH3:23])([CH3:22])[CH3:24])[CH2:11][CH:12]1[CH2:17][CH2:16][CH2:15][CH2:14][CH2:13]1, predict the reactants needed to synthesize it. The reactants are: C[Si](C)(C)CCOC([NH:8][CH2:9][C@@H:10]([NH:18][C:19](=[O:25])[O:20][C:21]([CH3:24])([CH3:23])[CH3:22])[CH2:11][CH:12]1[CH2:17][CH2:16][CH2:15][CH2:14][CH2:13]1)=O.[N+](CC)(CC)(CC)CC.[F-]. (5) Given the product [Br:1][C:2]1[C:3]([CH3:11])=[CH:4][C:5]([C:8]([Cl:14])=[O:9])=[N:6][CH:7]=1, predict the reactants needed to synthesize it. The reactants are: [Br:1][C:2]1[C:3]([CH3:11])=[CH:4][C:5]([C:8](O)=[O:9])=[N:6][CH:7]=1.S(Cl)([Cl:14])=O. (6) Given the product [NH2:1][C:2]1[C:7]([C:8]#[N:9])=[C:6]([O:10][CH2:11][CH3:12])[N:5]=[C:4]([C:13]([NH:15][CH2:16][C:17]2[CH:18]=[CH:19][C:20]([O:21][CH2:22][C:23]([OH:25])=[O:24])=[CH:28][CH:29]=2)=[O:14])[CH:3]=1, predict the reactants needed to synthesize it. The reactants are: [NH2:1][C:2]1[C:7]([C:8]#[N:9])=[C:6]([O:10][CH2:11][CH3:12])[N:5]=[C:4]([C:13]([NH:15][CH2:16][C:17]2[CH:29]=[CH:28][C:20]([O:21][CH2:22][C:23]([O:25]CC)=[O:24])=[CH:19][CH:18]=2)=[O:14])[CH:3]=1.CO.[OH-].[Na+].Cl. (7) Given the product [NH2:1][C:2]1[C:3]([C:13]([NH:23][C:24]2[NH:28][N:27]=[C:26]([C:29]([O:31][CH3:32])=[O:30])[N:25]=2)=[O:15])=[N:4][C:5]([Br:12])=[C:6]([C:8]([F:9])([F:10])[F:11])[N:7]=1, predict the reactants needed to synthesize it. The reactants are: [NH2:1][C:2]1[C:3]([C:13]([OH:15])=O)=[N:4][C:5]([Br:12])=[C:6]([C:8]([F:11])([F:10])[F:9])[N:7]=1.CCN(CC)CC.[NH2:23][C:24]1[NH:28][N:27]=[C:26]([C:29]([O:31][CH3:32])=[O:30])[N:25]=1.C1CN([P+](ON2N=NC3C=CC=CC2=3)(N2CCCC2)N2CCCC2)CC1.F[P-](F)(F)(F)(F)F.CCOC(C)=O.CCCC(C)C.